Task: Predict the reactants needed to synthesize the given product.. Dataset: Full USPTO retrosynthesis dataset with 1.9M reactions from patents (1976-2016) (1) Given the product [CH3:39][O:45][C:46]1[CH:48]=[CH:37][C:36]([C:56]2([CH3:57])[CH:4]=[CH:5][C:6]([N:9]3[CH:13]=[CH:12][C:11]([CH2:21][CH:22]([C:26]4[CH:27]=[C:28]([CH3:32])[CH:29]=[CH:30][CH:31]=4)[C:23]#[N:25])=[N:10]3)=[CH:7][CH2:8]2)=[CH:35][CH:34]=1, predict the reactants needed to synthesize it. The reactants are: COC1[CH:8]=[CH:7][C:6]([N:9]2[C:13](C3C=CC(C)=CC=3)=[CH:12][C:11]([CH2:21][CH:22]([C:26]3[CH:27]=[C:28]([CH3:32])[CH:29]=[CH:30][CH:31]=3)[C:23]([NH2:25])=O)=[N:10]2)=[CH:5][CH:4]=1.N1C=[CH:37][CH:36]=[CH:35][CH:34]=1.[C:39]([O:45][C:46]([C:48](F)(F)F)=O)(C(F)(F)F)=O.O1[CH2:57][CH2:56]OCC1. (2) Given the product [CH3:1][N:2]([CH3:31])[C:3](=[O:30])[CH2:4][N:5]1[C:14]2[C:9](=[N:10][CH:11]=[C:12]([CH2:15][C:16]3[CH:21]=[CH:20][C:19]([F:22])=[CH:18][CH:17]=3)[CH:13]=2)[C:8]([OH:23])=[C:7]([C:24]([NH:32][C:33]2([CH2:38][OH:39])[CH2:37][CH2:36][CH2:35][CH2:34]2)=[O:25])[C:6]1=[O:29], predict the reactants needed to synthesize it. The reactants are: [CH3:1][N:2]([CH3:31])[C:3](=[O:30])[CH2:4][N:5]1[C:14]2[C:9](=[N:10][CH:11]=[C:12]([CH2:15][C:16]3[CH:21]=[CH:20][C:19]([F:22])=[CH:18][CH:17]=3)[CH:13]=2)[C:8]([OH:23])=[C:7]([C:24](OCC)=[O:25])[C:6]1=[O:29].[NH2:32][C:33]1([CH2:38][OH:39])[CH2:37][CH2:36][CH2:35][CH2:34]1.